This data is from Reaction yield outcomes from USPTO patents with 853,638 reactions. The task is: Predict the reaction yield, written as a fraction of the theoretical maximum amount of product (1.0 means a 100% yield; for example, 0.34 means a 34% yield). The reactants are [NH2:1][C:2]1[N:7]=[CH:6][C:5]([N:8]([CH3:28])[C:9](=[O:27])[C:10]([C:13]2[CH:18]=[C:17]([C:19]([F:22])([F:21])[F:20])[CH:16]=[C:15]([C:23]([F:26])([F:25])[F:24])[CH:14]=2)([CH3:12])[CH3:11])=[C:4]([C:29]2[CH:34]=[CH:33][CH:32]=[CH:31][C:30]=2[CH3:35])[CH:3]=1.[C:36]1([S:42](Cl)(=[O:44])=[O:43])[CH:41]=[CH:40][CH:39]=[CH:38][CH:37]=1. The catalyst is ClCCl.C(N(C(C)C)C(C)C)C. The product is [C:36]1([S:42]([NH:1][C:2]2[N:7]=[CH:6][C:5]([N:8]([CH3:28])[C:9](=[O:27])[C:10]([C:13]3[CH:14]=[C:15]([C:23]([F:26])([F:24])[F:25])[CH:16]=[C:17]([C:19]([F:20])([F:21])[F:22])[CH:18]=3)([CH3:12])[CH3:11])=[C:4]([C:29]3[CH:34]=[CH:33][CH:32]=[CH:31][C:30]=3[CH3:35])[CH:3]=2)(=[O:44])=[O:43])[CH:41]=[CH:40][CH:39]=[CH:38][CH:37]=1. The yield is 0.280.